This data is from Catalyst prediction with 721,799 reactions and 888 catalyst types from USPTO. The task is: Predict which catalyst facilitates the given reaction. Reactant: [CH3:1][O:2][C:3]1[C:10]([CH3:11])=[C:9]([O:12][CH3:13])[CH:8]=[CH:7][C:4]=1C=O.ClC1C=CC=C(C(OO)=[O:22])C=1.[OH-].[K+].Cl. Product: [CH3:1][O:2][C:3]1[C:10]([CH3:11])=[C:9]([O:12][CH3:13])[CH:8]=[CH:7][C:4]=1[OH:22]. The catalyst class is: 46.